From a dataset of hERG potassium channel inhibition data for cardiac toxicity prediction from Karim et al.. Regression/Classification. Given a drug SMILES string, predict its toxicity properties. Task type varies by dataset: regression for continuous values (e.g., LD50, hERG inhibition percentage) or binary classification for toxic/non-toxic outcomes (e.g., AMES mutagenicity, cardiotoxicity, hepatotoxicity). Dataset: herg_karim. (1) The drug is O=C(c1ccccc1OCc1csc(-c2ccc(Cl)cc2)n1)N1CCCC1. The result is 1 (blocker). (2) The compound is OC[C@@H]1CCCN(CCC[C@@H]2CCCc3ccc(OCc4noc(-c5ccccc5F)n4)cc32)C1. The result is 1 (blocker).